From a dataset of Reaction yield outcomes from USPTO patents with 853,638 reactions. Predict the reaction yield, written as a fraction of the theoretical maximum amount of product (1.0 means a 100% yield; for example, 0.34 means a 34% yield). (1) The reactants are Cl.[CH2:2]([N:9]1[CH2:14][CH2:13][O:12][CH:11]([C:15]([OH:17])=O)[CH2:10]1)[C:3]1[CH:8]=[CH:7][CH:6]=[CH:5][CH:4]=1.F[B-](F)(F)F.N1(OC(N(C)C)=[N+](C)C)C2C=CC=CC=2N=N1.O.ON1C2C=CC=CC=2N=N1.C(N(CC)C(C)C)(C)C.O[N:61]=[C:62]([NH2:69])[C:63]1[CH:68]=[CH:67][CH:66]=[CH:65][CH:64]=1. The catalyst is CN(C)C=O.O. The product is [CH2:2]([N:9]1[CH2:14][CH2:13][O:12][CH:11]([C:15]2[O:17][N:69]=[C:62]([C:63]3[CH:68]=[CH:67][CH:66]=[CH:65][CH:64]=3)[N:61]=2)[CH2:10]1)[C:3]1[CH:4]=[CH:5][CH:6]=[CH:7][CH:8]=1. The yield is 0.770. (2) The reactants are [F:1][C:2]1[CH:3]=[C:4]([C:8]2[CH:9]=[C:10]3[C:14](=[C:15]([C:17]([NH2:19])=[O:18])[CH:16]=2)[NH:13][N:12]=[C:11]3[CH:20]2[CH2:25][CH2:24][NH:23][CH2:22][CH2:21]2)[CH:5]=[CH:6][CH:7]=1.Cl[CH2:27][CH2:28][S:29](Cl)(=[O:31])=[O:30].C(N(CC)CC)C.C([O-])([O-])=O.[K+].[K+].[NH:46]1[CH2:51][CH2:50][CH:49]([OH:52])[CH2:48][CH2:47]1. The catalyst is CN(C=O)C. The product is [F:1][C:2]1[CH:3]=[C:4]([C:8]2[CH:9]=[C:10]3[C:14](=[C:15]([C:17]([NH2:19])=[O:18])[CH:16]=2)[NH:13][N:12]=[C:11]3[CH:20]2[CH2:25][CH2:24][N:23]([S:29]([CH2:28][CH2:27][N:46]3[CH2:51][CH2:50][CH:49]([OH:52])[CH2:48][CH2:47]3)(=[O:31])=[O:30])[CH2:22][CH2:21]2)[CH:5]=[CH:6][CH:7]=1. The yield is 0.200. (3) The reactants are [Br:1][C:2]1[C:3]([F:10])=[C:4]([CH:6]=[CH:7][C:8]=1[F:9])[NH2:5].[O-]S([O-])(=O)=O.[Na+].[Na+].Cl[C:19](Cl)(Cl)[CH:20]([OH:22])O.Cl.[NH2:26][OH:27].S(=O)(=O)(O)O. No catalyst specified. The product is [Br:1][C:2]1[C:3]([F:10])=[C:4]([NH:5][C:20](=[O:22])[CH:19]=[N:26][OH:27])[CH:6]=[CH:7][C:8]=1[F:9]. The yield is 0.610. (4) The reactants are [CH3:1][O:2][C:3]1[C:12]([C:13]([O:15]CC)=[O:14])=[C:11]([O:18][CH3:19])[C:10]2[C:5](=[CH:6][CH:7]=[CH:8][CH:9]=2)[N:4]=1.Cl. The catalyst is [OH-].[Na+]. The product is [CH3:1][O:2][C:3]1[C:12]([C:13]([OH:15])=[O:14])=[C:11]([O:18][CH3:19])[C:10]2[C:5](=[CH:6][CH:7]=[CH:8][CH:9]=2)[N:4]=1. The yield is 0.500. (5) The reactants are [F:1][C:2]1([F:30])[CH2:7][CH2:6][N:5]([C:8]([C:10]2[NH:11][C:12]3[C:17]([CH:18]=2)=[CH:16][C:15]([C:19]([N:21]2[CH2:26][CH2:25][N:24]([CH:27]([CH3:29])[CH3:28])[CH2:23][CH2:22]2)=[O:20])=[CH:14][CH:13]=3)=[O:9])[CH2:4][CH2:3]1.[CH2:31]([O:33][C:34]([C:36]1[CH:37]=[C:38](B(O)O)[CH:39]=[CH:40][CH:41]=1)=[O:35])[CH3:32].N1C=CC=CC=1. The catalyst is ClCCl.C([O-])(=O)C.[Cu+2].C([O-])(=O)C. The product is [CH2:31]([O:33][C:34](=[O:35])[C:36]1[CH:37]=[CH:38][CH:39]=[C:40]([N:11]2[C:12]3[C:17](=[CH:16][C:15]([C:19]([N:21]4[CH2:22][CH2:23][N:24]([CH:27]([CH3:28])[CH3:29])[CH2:25][CH2:26]4)=[O:20])=[CH:14][CH:13]=3)[CH:18]=[C:10]2[C:8]([N:5]2[CH2:6][CH2:7][C:2]([F:1])([F:30])[CH2:3][CH2:4]2)=[O:9])[CH:41]=1)[CH3:32]. The yield is 0.290. (6) The reactants are C([O:9][CH2:10][C@:11]12[CH2:46][CH2:45][C@@H:44]([C:47]([CH3:49])=[CH2:48])[C@@H:12]1[C@@H:13]1[C@@:26]([CH3:29])([CH2:27][CH2:28]2)[C@@:25]2([CH3:30])[C@@H:16]([C@:17]3([CH3:43])[C@@H:22]([CH2:23][CH2:24]2)[C:21]([CH3:32])([CH3:31])[C:20]([C:33]2[O:37][N:36]=[C:35]([C:38]([O:40]CC)=[O:39])[CH:34]=2)=[CH:19][CH2:18]3)[CH2:15][CH2:14]1)(=O)C1C=CC=CC=1.O.O.[OH-].[Li+]. The catalyst is O1CCOCC1.Cl. The product is [OH:9][CH2:10][C@:11]12[CH2:46][CH2:45][C@@H:44]([C:47]([CH3:49])=[CH2:48])[C@@H:12]1[C@@H:13]1[C@@:26]([CH3:29])([CH2:27][CH2:28]2)[C@@:25]2([CH3:30])[C@@H:16]([C@:17]3([CH3:43])[C@@H:22]([CH2:23][CH2:24]2)[C:21]([CH3:31])([CH3:32])[C:20]([C:33]2[O:37][N:36]=[C:35]([C:38]([OH:40])=[O:39])[CH:34]=2)=[CH:19][CH2:18]3)[CH2:15][CH2:14]1. The yield is 0.319. (7) The reactants are [CH:1]1([C:4]([N:6]2[CH2:10][CH2:9][C@@H:8]([CH2:11][N:12]3[C:16](=[O:17])[C:15]4([CH2:22][CH2:21][NH:20][CH2:19][CH2:18]4)[N:14]=[C:13]3[C:23]3[CH:28]=[CH:27][C:26]([C:29]4[CH:30]=[C:31]5[C:35](=[CH:36][CH:37]=4)[N:34]([CH3:38])[N:33]=[CH:32]5)=[CH:25][CH:24]=3)[CH2:7]2)=[O:5])[CH2:3][CH2:2]1.CCN(CC)CC.[C:46](Cl)(=[O:50])[CH:47]([CH3:49])[CH3:48]. The catalyst is C(Cl)Cl. The product is [CH:1]1([C:4]([N:6]2[CH2:10][CH2:9][C@@H:8]([CH2:11][N:12]3[C:16](=[O:17])[C:15]4([CH2:18][CH2:19][N:20]([C:46](=[O:50])[CH:47]([CH3:49])[CH3:48])[CH2:21][CH2:22]4)[N:14]=[C:13]3[C:23]3[CH:28]=[CH:27][C:26]([C:29]4[CH:30]=[C:31]5[C:35](=[CH:36][CH:37]=4)[N:34]([CH3:38])[N:33]=[CH:32]5)=[CH:25][CH:24]=3)[CH2:7]2)=[O:5])[CH2:3][CH2:2]1. The yield is 0.860. (8) The reactants are [NH2:1][C:2]1[CH:3]=[C:4]([NH:8][C:9]2[N:14]=[C:13]([NH:15][C:16]3[CH:21]=[CH:20][CH:19]=[CH:18][C:17]=3[S:22]([CH:25]([CH3:27])[CH3:26])(=[O:24])=[O:23])[C:12]([Cl:28])=[CH:11][N:10]=2)[CH:5]=[CH:6][CH:7]=1.CCN(C(C)C)C(C)C.[C:38](Cl)(=[O:41])[CH:39]=[CH2:40]. The catalyst is C(Cl)Cl. The product is [Cl:28][C:12]1[C:13]([NH:15][C:16]2[CH:21]=[CH:20][CH:19]=[CH:18][C:17]=2[S:22]([CH:25]([CH3:26])[CH3:27])(=[O:24])=[O:23])=[N:14][C:9]([NH:8][C:4]2[CH:3]=[C:2]([NH:1][C:38](=[O:41])[CH:39]=[CH2:40])[CH:7]=[CH:6][CH:5]=2)=[N:10][CH:11]=1. The yield is 0.222. (9) The reactants are C([O:8][C:9]1[C:15]([F:16])=[C:14]([O:17][C:18]2[CH:19]=[N:20][C:21]([S:24]([CH3:27])(=[O:26])=[O:25])=[CH:22][CH:23]=2)[CH:13]=[CH:12][C:10]=1[NH2:11])C1C=CC=CC=1.O1CCCC1. The catalyst is [Pd].CO. The product is [NH2:11][C:10]1[C:9]([OH:8])=[C:15]([F:16])[C:14]([O:17][C:18]2[CH:19]=[N:20][C:21]([S:24]([CH3:27])(=[O:26])=[O:25])=[CH:22][CH:23]=2)=[CH:13][CH:12]=1. The yield is 1.00. (10) The reactants are [N:1]1([CH2:6][C:7]2[CH:13]=[CH:12][C:10]([NH2:11])=[CH:9][CH:8]=2)[CH:5]=[CH:4][CH:3]=[N:2]1.[F:14][C:15]([F:34])([F:33])[C:16]1[CH:17]=[C:18]([CH:30]=[CH:31][CH:32]=1)[O:19][CH2:20][C:21]1[CH:26]=[CH:25][N:24]=[C:23]([C:27](O)=[O:28])[CH:22]=1. No catalyst specified. The product is [N:1]1([CH2:6][C:7]2[CH:13]=[CH:12][C:10]([NH:11][C:27]([C:23]3[CH:22]=[C:21]([CH2:20][O:19][C:18]4[CH:30]=[CH:31][CH:32]=[C:16]([C:15]([F:34])([F:33])[F:14])[CH:17]=4)[CH:26]=[CH:25][N:24]=3)=[O:28])=[CH:9][CH:8]=2)[CH:5]=[CH:4][CH:3]=[N:2]1. The yield is 0.400.